Task: Predict which catalyst facilitates the given reaction.. Dataset: Catalyst prediction with 721,799 reactions and 888 catalyst types from USPTO (1) Reactant: [NH2:1][C:2]1[CH:3]=[C:4]([CH:29]=[CH:30][CH:31]=1)[O:5][C:6]1[C:7]2[CH:28]=[CH:27][NH:26][C:8]=2[N:9]=[C:10]([NH:12][C:13]2[CH:14]=[C:15]3[C:19](=[CH:20][CH:21]=2)[N:18]([CH2:22][CH2:23][O:24][CH3:25])[CH2:17][CH2:16]3)[N:11]=1.CCN(C(C)C)C(C)C.[C:41](Cl)(=[O:44])[CH:42]=[CH2:43].[OH-].[Na+]. Product: [CH3:25][O:24][CH2:23][CH2:22][N:18]1[C:19]2[C:15](=[CH:14][C:13]([NH:12][C:10]3[N:11]=[C:6]([O:5][C:4]4[CH:3]=[C:2]([NH:1][C:41](=[O:44])[CH:42]=[CH2:43])[CH:31]=[CH:30][CH:29]=4)[C:7]4[CH:28]=[CH:27][NH:26][C:8]=4[N:9]=3)=[CH:21][CH:20]=2)[CH2:16][CH2:17]1. The catalyst class is: 20. (2) Reactant: Cl.[O:2]=[C:3]1[CH2:7][CH:6]([CH2:8][CH2:9][CH3:10])[CH2:5][N:4]1[CH2:11][C:12]1[N:16]([CH2:17][C:18]([O:20]CC)=[O:19])[CH:15]=[N:14][CH:13]=1. Product: [O:2]=[C:3]1[CH2:7][CH:6]([CH2:8][CH2:9][CH3:10])[CH2:5][N:4]1[CH2:11][C:12]1[N:16]([CH2:17][C:18]([OH:20])=[O:19])[CH:15]=[N:14][CH:13]=1. The catalyst class is: 33. (3) Reactant: [H-].[Na+].[CH3:3][N:4]([CH:6]=O)[CH3:5].[Br:8][C:9]1[CH:10]=[N:11][CH:12]=[C:13]([C:15]2C=CN[CH:16]=2)[CH:14]=1.CI. Product: [Br:8][C:9]1[CH:10]=[N:11][CH:12]=[C:13]([C:15]2[CH:16]=[CH:6][N:4]([CH3:5])[CH:3]=2)[CH:14]=1. The catalyst class is: 6. (4) Reactant: [CH3:1][C:2]([S@:5](/[N:7]=[CH:8]/[C:9]1[CH:14]=[CH:13][C:12]([C:15]2[CH:20]=[CH:19][C:18]([C:21]([F:24])([F:23])[F:22])=[CH:17][CH:16]=2)=[CH:11][CH:10]=1)=[O:6])([CH3:4])[CH3:3].[CH2:25]([Li])[CH:26]([CH3:28])[CH3:27]. Product: [CH3:4][C:2]([S@:5]([NH:7][C@@H:8]([C:9]1[CH:14]=[CH:13][C:12]([C:15]2[CH:20]=[CH:19][C:18]([C:21]([F:22])([F:23])[F:24])=[CH:17][CH:16]=2)=[CH:11][CH:10]=1)[CH2:25][CH:26]([CH3:28])[CH3:27])=[O:6])([CH3:1])[CH3:3]. The catalyst class is: 7. (5) Product: [CH2:13]([C:11]1[S:12][C:8]([C:6]2[CH:5]=[CH:4][N:3]=[C:2]([NH:44][C:40]3[CH:41]=[CH:42][CH:43]=[C:38]([CH2:37][N:32]4[CH2:33][CH2:34][CH2:35][CH2:36]4)[CH:39]=3)[N:7]=2)=[C:9]([C:15]2[CH:16]=[C:17]([NH:21][C:22](=[O:31])[C:23]3[C:28]([F:29])=[CH:27][CH:26]=[CH:25][C:24]=3[F:30])[CH:18]=[CH:19][CH:20]=2)[N:10]=1)[CH3:14]. The catalyst class is: 41. Reactant: Cl[C:2]1[N:7]=[C:6]([C:8]2[S:12][C:11]([CH2:13][CH3:14])=[N:10][C:9]=2[C:15]2[CH:16]=[C:17]([NH:21][C:22](=[O:31])[C:23]3[C:28]([F:29])=[CH:27][CH:26]=[CH:25][C:24]=3[F:30])[CH:18]=[CH:19][CH:20]=2)[CH:5]=[CH:4][N:3]=1.[N:32]1([CH2:37][C:38]2[CH:39]=[C:40]([NH2:44])[CH:41]=[CH:42][CH:43]=2)[CH2:36][CH2:35][CH2:34][CH2:33]1. (6) The catalyst class is: 7. Product: [CH3:12][C:13]1[O:17][C:16]([C:18]2[CH:23]=[CH:22][CH:21]=[CH:20][CH:19]=2)=[CH:27][C:14]=1[CH2:24][CH2:25][O:11][C:3]1[CH:4]=[CH:5][CH:6]=[C:7]([N+:8]([O-:10])=[O:9])[C:2]=1[NH2:1]. Reactant: [NH2:1][C:2]1[C:7]([N+:8]([O-:10])=[O:9])=[CH:6][CH:5]=[CH:4][C:3]=1[OH:11].[CH3:12][C:13]1[O:17][C:16]([C:18]2[CH:23]=[CH:22][CH:21]=[CH:20][CH:19]=2)=N[C:14]=1[CH2:24][CH2:25]O.[C:27]1(P(C2C=CC=CC=2)C2C=CC=CC=2)C=CC=CC=1.N(CC(OC(C)C)=O)=NCC(OC(C)C)=O. (7) Reactant: [CH:1]1=[CH:2][CH:3]=[CH:4][CH2:5][CH2:6][CH2:7]1.I([O-])(=O)(=O)=O.C([N+](CCCC)(CCCC)CCCC)CCC.[OH:30][NH:31][C:32](=[O:38])[O:33][C:34]([CH3:37])([CH3:36])[CH3:35]. Product: [CH:2]12[CH:1]=[CH:7][CH:6]([O:30][N:31]1[C:32]([O:33][C:34]([CH3:37])([CH3:36])[CH3:35])=[O:38])[CH2:5][CH2:4][CH2:3]2. The catalyst class is: 61. (8) Product: [Cl:27][CH2:26][CH2:25][CH2:24][CH2:23][O:21][C:18]1[CH:19]=[CH:20][C:15]([C:9]2([CH2:8][NH:7][C:2]3[CH:3]=[CH:4][CH:5]=[CH:6][N:1]=3)[CH2:10][CH2:11][O:12][CH2:13][CH2:14]2)=[CH:16][CH:17]=1. Reactant: [N:1]1[CH:6]=[CH:5][CH:4]=[CH:3][C:2]=1[NH:7][CH2:8][C:9]1([C:15]2[CH:20]=[CH:19][C:18]([OH:21])=[CH:17][CH:16]=2)[CH2:14][CH2:13][O:12][CH2:11][CH2:10]1.Br[CH2:23][CH2:24][CH2:25][CH2:26][Cl:27].C(=O)([O-])[O-].[K+].[K+]. The catalyst class is: 3. (9) Reactant: [Cl:1][C:2]1[CH:7]=[CH:6][C:5]([C:8]2[C:9]([C:14]([O:16]CC)=[O:15])=[CH:10][CH:11]=[CH:12][CH:13]=2)=[C:4]([CH3:19])[CH:3]=1.[OH-].[Na+]. Product: [Cl:1][C:2]1[CH:7]=[CH:6][C:5]([C:8]2[C:9]([C:14]([OH:16])=[O:15])=[CH:10][CH:11]=[CH:12][CH:13]=2)=[C:4]([CH3:19])[CH:3]=1. The catalyst class is: 8. (10) Product: [F:2][C:3]1[CH:8]=[CH:7][C:6]([F:9])=[CH:5][C:4]=1[C@H:10]1[CH2:14][CH2:13][CH2:12][N:11]1[C:15]1[CH:20]=[CH:19][N:18]2[N:21]=[CH:22][C:23]([C:24]([N:26]3[CH2:31][CH2:30][NH:29][CH:28]([CH2:39][OH:40])[CH2:27]3)=[O:25])=[C:17]2[CH:16]=1. The catalyst class is: 12. Reactant: Cl.[F:2][C:3]1[CH:8]=[CH:7][C:6]([F:9])=[CH:5][C:4]=1[C@H:10]1[CH2:14][CH2:13][CH2:12][N:11]1[C:15]1[CH:20]=[CH:19][N:18]2[N:21]=[CH:22][C:23]([C:24]([N:26]3[CH2:31][CH2:30][N:29](C(OC(C)(C)C)=O)[CH:28]([CH2:39][OH:40])[CH2:27]3)=[O:25])=[C:17]2[CH:16]=1.